This data is from Forward reaction prediction with 1.9M reactions from USPTO patents (1976-2016). The task is: Predict the product of the given reaction. Given the reactants [CH2:1]=O.CO.Cl.[CH3:6][NH:7][CH2:8][C@H:9]([C:18]1[CH:27]=[CH:26][C:25]2[C:20](=[CH:21][CH:22]=[CH:23][CH:24]=2)[CH:19]=1)[C@@H:10]([C:12]1[CH:17]=[CH:16][CH:15]=[CH:14][CH:13]=1)[OH:11], predict the reaction product. The product is: [CH3:6][N:7]1[CH2:8][C@H:9]([C:18]2[CH:27]=[CH:26][C:25]3[C:20](=[CH:21][CH:22]=[CH:23][CH:24]=3)[CH:19]=2)[C@@H:10]([C:12]2[CH:13]=[CH:14][CH:15]=[CH:16][CH:17]=2)[O:11][CH2:1]1.